From a dataset of Full USPTO retrosynthesis dataset with 1.9M reactions from patents (1976-2016). Predict the reactants needed to synthesize the given product. Given the product [Cl:1][C:2]1[C:3]([O:32][CH3:33])=[C:4]([CH:9]([CH2:30][CH3:31])[CH2:10][C:11]([OH:29])([C:25]([F:27])([F:26])[F:28])[CH:38]=[O:39])[CH:5]=[CH:6][C:7]=1[F:8], predict the reactants needed to synthesize it. The reactants are: [Cl:1][C:2]1[C:3]([O:32][CH3:33])=[C:4]([C@H:9]([CH2:30][CH3:31])[CH2:10][C@:11]([OH:29])([C:25]([F:28])([F:27])[F:26])C=NC2C=CC=C3C=2C=CC(=O)N3)[CH:5]=[CH:6][C:7]=1[F:8].B(Br)(Br)Br.[C:38]([O-])(O)=[O:39].[Na+].